From a dataset of Catalyst prediction with 721,799 reactions and 888 catalyst types from USPTO. Predict which catalyst facilitates the given reaction. Product: [CH3:1][N:2]1[C:10]([CH2:11][CH:12]2[CH2:17][CH2:16][NH:15][CH2:14][CH2:13]2)=[N:9][C:8]2[C:3]1=[N:4][C:5]([N:31]1[C:35]3[CH:36]=[CH:37][CH:38]=[CH:39][C:34]=3[N:33]=[C:32]1[CH3:40])=[N:6][C:7]=2[N:25]1[CH2:26][CH2:27][O:28][CH2:29][CH2:30]1. The catalyst class is: 12. Reactant: [CH3:1][N:2]1[C:10]([CH2:11][CH:12]2[CH2:17][CH2:16][N:15](C(OC(C)(C)C)=O)[CH2:14][CH2:13]2)=[N:9][C:8]2[C:3]1=[N:4][C:5]([N:31]1[C:35]3[CH:36]=[CH:37][CH:38]=[CH:39][C:34]=3[N:33]=[C:32]1[CH3:40])=[N:6][C:7]=2[N:25]1[CH2:30][CH2:29][O:28][CH2:27][CH2:26]1.Cl.